Dataset: Full USPTO retrosynthesis dataset with 1.9M reactions from patents (1976-2016). Task: Predict the reactants needed to synthesize the given product. Given the product [CH:2]([C:7]1[CH:14]=[CH:13][C:10]([C:11]#[N:12])=[CH:9][C:8]=1[S:15]([C:18]1[CH:23]=[CH:22][CH:21]=[CH:20][CH:19]=1)(=[O:16])=[O:17])=[O:1], predict the reactants needed to synthesize it. The reactants are: [O:1]1CCCO[CH:2]1[C:7]1[CH:14]=[CH:13][C:10]([C:11]#[N:12])=[CH:9][C:8]=1[S:15]([C:18]1[CH:23]=[CH:22][CH:21]=[CH:20][CH:19]=1)(=[O:17])=[O:16].C1(C)C=CC(S([O-])(=O)=O)=CC=1.[NH+]1C=CC=CC=1.O.